Predict the reactants needed to synthesize the given product. From a dataset of Full USPTO retrosynthesis dataset with 1.9M reactions from patents (1976-2016). (1) The reactants are: [C:1]([C:3]1[CH:8]=[CH:7][C:6]([CH:9]2[CH2:14][CH2:13][N:12]([C:15]([C:17]3[CH:18]=[CH:19][C:20]([CH3:33])=[C:21]([NH:23][S:24]([CH:27]4[CH2:32][CH2:31][NH:30][CH2:29][CH2:28]4)(=[O:26])=[O:25])[CH:22]=3)=[O:16])[CH2:11][CH2:10]2)=[CH:5][CH:4]=1)#[N:2].[CH2:34]([S:36](Cl)(=[O:38])=[O:37])[CH3:35]. Given the product [C:1]([C:3]1[CH:4]=[CH:5][C:6]([CH:9]2[CH2:14][CH2:13][N:12]([C:15]([C:17]3[CH:18]=[CH:19][C:20]([CH3:33])=[C:21]([NH:23][S:24]([CH:27]4[CH2:28][CH2:29][N:30]([S:36]([CH2:34][CH3:35])(=[O:38])=[O:37])[CH2:31][CH2:32]4)(=[O:26])=[O:25])[CH:22]=3)=[O:16])[CH2:11][CH2:10]2)=[CH:7][CH:8]=1)#[N:2], predict the reactants needed to synthesize it. (2) Given the product [C:1]([O:11][CH:12]([C:14]([O:17][CH2:18][CH2:19][O:20][C:30]([CH:29]([C:28]([F:35])([F:34])[F:27])[F:33])([F:32])[F:31])([F:16])[F:15])[F:13])([C:4]([C:7]([F:9])([F:8])[F:10])([F:6])[F:5])([F:3])[F:2], predict the reactants needed to synthesize it. The reactants are: [C:1]([O:11][CH:12]([C:14]([O:17][CH2:18][CH2:19][OH:20])([F:16])[F:15])[F:13])([C:4]([C:7]([F:10])([F:9])[F:8])([F:6])[F:5])([F:3])[F:2].C(=O)([O-])[O-].[K+].[K+].[F:27][C:28]([F:35])([F:34])[C:29]([F:33])=[C:30]([F:32])[F:31]. (3) Given the product [CH:59]1[C:60]([C:62]2[O:17][C:16]3[CH:15]=[C:24]([OH:25])[CH:22]=[C:20]([OH:21])[C:18]=3[C:65](=[O:69])[C:63]=2[OH:64])=[CH:61][C:56]([OH:55])=[C:57]([OH:4])[CH:58]=1, predict the reactants needed to synthesize it. The reactants are: C([O-])(=O)CC(CC([O-])=O)(C([O-])=O)[OH:4].O=[CH:15][C@@H:16]([C@H:18]([C@@H:20]([C@@H:22]([CH2:24][OH:25])O)[OH:21])O)[OH:17].CC1C=CC(N(CC(OCOC(C)=O)=O)CC(OCOC(C)=O)=O)=C(OCC[O:55][C:56]2[CH:61]=[C:60]3[CH:62]=[C:63]([C:65]4[O:69]C(C(OCOC(C)=O)=O)=CN=4)[O:64][C:59]3=[CH:58][C:57]=2N(CC(OCOC(C)=O)=O)CC(OCOC(C)=O)=O)C=1.CC(OC1C=C2OC3C(C4(OC(=O)C5C4=CC=CC=5)C2=CC=1Cl)=CC(Cl)=C(OC(C)=O)C=3)=O.[Na+].[Cl-].[Cl-].[K+].[Mg+2].[Cl-].[Cl-].C1N(CCO)CCN(CCS(O)(=O)=O)C1.